From a dataset of NCI-60 drug combinations with 297,098 pairs across 59 cell lines. Regression. Given two drug SMILES strings and cell line genomic features, predict the synergy score measuring deviation from expected non-interaction effect. (1) Cell line: HS 578T. Synergy scores: CSS=19.3, Synergy_ZIP=-1.84, Synergy_Bliss=-2.01, Synergy_Loewe=-5.56, Synergy_HSA=0.543. Drug 2: C1=NC2=C(N=C(N=C2N1C3C(C(C(O3)CO)O)F)Cl)N. Drug 1: COC1=CC(=CC(=C1O)OC)C2C3C(COC3=O)C(C4=CC5=C(C=C24)OCO5)OC6C(C(C7C(O6)COC(O7)C8=CC=CS8)O)O. (2) Drug 2: CC1CCCC2(C(O2)CC(NC(=O)CC(C(C(=O)C(C1O)C)(C)C)O)C(=CC3=CSC(=N3)C)C)C. Drug 1: CC1OCC2C(O1)C(C(C(O2)OC3C4COC(=O)C4C(C5=CC6=C(C=C35)OCO6)C7=CC(=C(C(=C7)OC)O)OC)O)O. Cell line: UO-31. Synergy scores: CSS=11.7, Synergy_ZIP=-4.58, Synergy_Bliss=-1.27, Synergy_Loewe=-0.0768, Synergy_HSA=-0.354. (3) Drug 1: C1CC(C1)(C(=O)O)C(=O)O.[NH2-].[NH2-].[Pt+2]. Drug 2: C1=CC=C(C(=C1)C(C2=CC=C(C=C2)Cl)C(Cl)Cl)Cl. Cell line: HCT-15. Synergy scores: CSS=2.06, Synergy_ZIP=2.86, Synergy_Bliss=3.95, Synergy_Loewe=0.0201, Synergy_HSA=-0.486. (4) Drug 1: CC1=C(C=C(C=C1)NC2=NC=CC(=N2)N(C)C3=CC4=NN(C(=C4C=C3)C)C)S(=O)(=O)N.Cl. Drug 2: CC(C)NC(=O)C1=CC=C(C=C1)CNNC.Cl. Cell line: SF-295. Synergy scores: CSS=-3.52, Synergy_ZIP=-1.35, Synergy_Bliss=-6.95, Synergy_Loewe=-7.18, Synergy_HSA=-6.87. (5) Drug 2: C1CN1P(=S)(N2CC2)N3CC3. Cell line: NCI-H226. Drug 1: C1CCC(C1)C(CC#N)N2C=C(C=N2)C3=C4C=CNC4=NC=N3. Synergy scores: CSS=14.0, Synergy_ZIP=-0.493, Synergy_Bliss=4.33, Synergy_Loewe=4.06, Synergy_HSA=4.11. (6) Drug 1: CC12CCC3C(C1CCC2=O)CC(=C)C4=CC(=O)C=CC34C. Drug 2: C1C(C(OC1N2C=NC(=NC2=O)N)CO)O. Cell line: HOP-92. Synergy scores: CSS=44.8, Synergy_ZIP=-2.55, Synergy_Bliss=1.89, Synergy_Loewe=-2.22, Synergy_HSA=2.54. (7) Drug 1: CC1=CC=C(C=C1)C2=CC(=NN2C3=CC=C(C=C3)S(=O)(=O)N)C(F)(F)F. Drug 2: C1=NNC2=C1C(=O)NC=N2. Cell line: MDA-MB-435. Synergy scores: CSS=-2.60, Synergy_ZIP=1.33, Synergy_Bliss=1.05, Synergy_Loewe=-2.99, Synergy_HSA=-2.41. (8) Drug 1: C1=CC=C(C=C1)NC(=O)CCCCCCC(=O)NO. Drug 2: C1=NNC2=C1C(=O)NC=N2. Cell line: UO-31. Synergy scores: CSS=19.6, Synergy_ZIP=2.34, Synergy_Bliss=1.69, Synergy_Loewe=-26.8, Synergy_HSA=1.86. (9) Cell line: LOX IMVI. Synergy scores: CSS=23.6, Synergy_ZIP=3.24, Synergy_Bliss=-0.140, Synergy_Loewe=-46.5, Synergy_HSA=-6.24. Drug 1: CC1=C(C(CCC1)(C)C)C=CC(=CC=CC(=CC(=O)O)C)C. Drug 2: C1=NC2=C(N1)C(=S)N=CN2.